This data is from Peptide-MHC class II binding affinity with 134,281 pairs from IEDB. The task is: Regression. Given a peptide amino acid sequence and an MHC pseudo amino acid sequence, predict their binding affinity value. This is MHC class II binding data. (1) The peptide sequence is EKKYFAATQFEPLQA. The MHC is DRB1_1001 with pseudo-sequence DRB1_1001. The binding affinity (normalized) is 0.699. (2) The MHC is DRB3_0301 with pseudo-sequence DRB3_0301. The peptide sequence is YGIFQSTFLGASQRG. The binding affinity (normalized) is 0.476. (3) The peptide sequence is GRYNCKCCWFADKNL. The MHC is DRB1_0404 with pseudo-sequence DRB1_0404. The binding affinity (normalized) is 0.406. (4) The peptide sequence is AELMILIATNLLGQN. The MHC is DRB1_0405 with pseudo-sequence DRB1_0405. The binding affinity (normalized) is 0.169. (5) The binding affinity (normalized) is 0.644. The MHC is DRB1_1301 with pseudo-sequence DRB1_1301. The peptide sequence is LTAAINKGILVTVNP.